From a dataset of Full USPTO retrosynthesis dataset with 1.9M reactions from patents (1976-2016). Predict the reactants needed to synthesize the given product. (1) Given the product [Br:18][C:19]1[CH:24]=[CH:23][C:22]([N:25]2[C:26]3[C:34](=[C:33]4[N:29]([C:28](=[O:38])[C:27]=3[F:39])[CH2:30][CH2:31][CH2:32]4)[NH:49][C:51]2=[O:52])=[C:21]([F:40])[CH:20]=1, predict the reactants needed to synthesize it. The reactants are: C1C=CC(P(N=[N+]=[N-])(C2C=CC=CC=2)=O)=CC=1.[Br:18][C:19]1[CH:24]=[CH:23][C:22]([NH:25][C:26]2[C:34](C(O)=O)=[C:33]3[N:29]([CH2:30][CH2:31][CH2:32]3)[C:28](=[O:38])[C:27]=2[F:39])=[C:21]([F:40])[CH:20]=1.C1(C)C=CC=CC=1.C[N:49]([CH:51]=[O:52])C. (2) The reactants are: [Cl:1][C:2]1[C:3]([O:12][C:13]2[CH:18]=[C:17]([OH:19])[CH:16]=[CH:15][C:14]=2[CH2:20][CH2:21][C:22]([O:24][CH2:25][CH3:26])=[O:23])=[N:4][CH:5]=[C:6]([C:8]([F:11])([F:10])[F:9])[CH:7]=1.[CH:27]([O:30][CH2:31][CH2:32]O)([CH3:29])[CH3:28].C(P(CCCC)CCCC)CCC.N(C(N1CCCCC1)=O)=NC(N1CCCCC1)=O. Given the product [Cl:1][C:2]1[C:3]([O:12][C:13]2[CH:18]=[C:17]([O:19][CH2:32][CH2:31][O:30][CH:27]([CH3:29])[CH3:28])[CH:16]=[CH:15][C:14]=2[CH2:20][CH2:21][C:22]([O:24][CH2:25][CH3:26])=[O:23])=[N:4][CH:5]=[C:6]([C:8]([F:9])([F:11])[F:10])[CH:7]=1, predict the reactants needed to synthesize it.